This data is from Forward reaction prediction with 1.9M reactions from USPTO patents (1976-2016). The task is: Predict the product of the given reaction. (1) Given the reactants [F:1][C:2]([F:7])([F:6])[C:3]([OH:5])=[O:4].[F:8][C:9]([F:14])([F:13])[C:10]([OH:12])=[O:11].FC(F)(F)C(O)=O.[Cl:22][C:23]1[CH:24]=[N:25][C:26]2[NH:27][C:28]3[CH:29]=[N:30][CH:31]=[C:32]([CH:54]=3)[CH2:33][CH2:34][C:35]3[CH:43]=[C:39]([NH:40][C:41]=1[N:42]=2)[CH:38]=[CH:37][C:36]=3[NH:44][C:45](=[O:53])[CH2:46][CH:47]1[CH2:52][CH2:51][NH:50][CH2:49][CH2:48]1.[N:55]([C:58]1[CH:63]=[CH:62][CH:61]=[CH:60][C:59]=1[O:64][CH3:65])=[C:56]=[O:57], predict the reaction product. The product is: [F:1][C:2]([F:7])([F:6])[C:3]([OH:5])=[O:4].[F:8][C:9]([F:14])([F:13])[C:10]([OH:12])=[O:11].[Cl:22][C:23]1[CH:24]=[N:25][C:26]2[NH:27][C:28]3[CH:29]=[N:30][CH:31]=[C:32]([CH:54]=3)[CH2:33][CH2:34][C:35]3[CH:43]=[C:39]([NH:40][C:41]=1[N:42]=2)[CH:38]=[CH:37][C:36]=3[NH:44][C:45](=[O:53])[CH2:46][CH:47]1[CH2:52][CH2:51][N:50]([C:56]([NH:55][C:58]2[CH:63]=[CH:62][CH:61]=[CH:60][C:59]=2[O:64][CH3:65])=[O:57])[CH2:49][CH2:48]1. (2) Given the reactants Cl[C:2]1[C:3]2[C:10]([I:11])=[CH:9][N:8]([C@@H:12]3[CH2:17][CH2:16][CH2:15][N:14]([C:18]([O:20][C:21]([CH3:24])([CH3:23])[CH3:22])=[O:19])[CH2:13]3)[C:4]=2[N:5]=[CH:6][N:7]=1.[NH3:25], predict the reaction product. The product is: [NH2:25][C:2]1[C:3]2[C:10]([I:11])=[CH:9][N:8]([C@@H:12]3[CH2:17][CH2:16][CH2:15][N:14]([C:18]([O:20][C:21]([CH3:24])([CH3:23])[CH3:22])=[O:19])[CH2:13]3)[C:4]=2[N:5]=[CH:6][N:7]=1. (3) Given the reactants Cl[CH:2]1[CH2:7][CH2:6][N:5]([CH3:8])[CH2:4][CH2:3]1.[F:9][C:10]1[CH:18]=[CH:17][C:16]([I:19])=[CH:15][C:11]=1[C:12](Cl)=[O:13], predict the reaction product. The product is: [F:9][C:10]1[CH:18]=[CH:17][C:16]([I:19])=[CH:15][C:11]=1[C:12]([CH:2]1[CH2:7][CH2:6][N:5]([CH3:8])[CH2:4][CH2:3]1)=[O:13]. (4) The product is: [CH3:12][S:13]([O:1][CH2:2][CH2:3][C:4]1[CH:5]=[CH:6][C:7]([C:10]#[N:11])=[CH:8][N:9]=1)(=[O:15])=[O:14]. Given the reactants [OH:1][CH2:2][CH2:3][C:4]1[N:9]=[CH:8][C:7]([C:10]#[N:11])=[CH:6][CH:5]=1.[CH3:12][S:13](Cl)(=[O:15])=[O:14], predict the reaction product. (5) The product is: [Cl:23][C:7]1[CH:6]=[CH:5][C:4]2[N:3]=[C:2]([N:30]3[CH2:31][CH2:32][CH:27]([C:25]#[N:26])[CH2:28][CH2:29]3)[CH:11]=[CH:10][C:9]=2[C:8]=1[C:12]([NH:14][CH2:15][CH2:16][CH:17]1[CH2:22][CH2:21][CH2:20][CH2:19][CH2:18]1)=[O:13]. Given the reactants Cl[C:2]1[CH:11]=[CH:10][C:9]2[C:8]([C:12]([NH:14][CH2:15][CH2:16][CH:17]3[CH2:22][CH2:21][CH2:20][CH2:19][CH2:18]3)=[O:13])=[C:7]([Cl:23])[CH:6]=[CH:5][C:4]=2[N:3]=1.Cl.[C:25]([CH:27]1[CH2:32][CH2:31][NH:30][CH2:29][CH2:28]1)#[N:26], predict the reaction product. (6) Given the reactants [CH3:1][CH:2]([C:7]1[CH:13]=[CH:12][CH:11]=[CH:10][C:8]=1[NH2:9])[CH2:3][CH:4]([CH3:6])[CH3:5].[H][H], predict the reaction product. The product is: [CH3:1][CH:2]([CH:7]1[CH2:13][CH2:12][CH2:11][CH2:10][CH:8]1[NH2:9])[CH2:3][CH:4]([CH3:5])[CH3:6]. (7) Given the reactants [CH:1]#[C:2][CH2:3][CH2:4][OH:5].[Si:6](Cl)([C:9]([CH3:12])([CH3:11])[CH3:10])([CH3:8])[CH3:7].C(N(CC)CC)C, predict the reaction product. The product is: [C:9]([Si:6]([O:5][CH2:4][CH2:3][C:2]#[CH:1])([CH3:8])[CH3:7])([CH3:12])([CH3:11])[CH3:10].